This data is from Full USPTO retrosynthesis dataset with 1.9M reactions from patents (1976-2016). The task is: Predict the reactants needed to synthesize the given product. Given the product [F:12][C:11]([F:14])([F:13])[C:8]1[N:7]=[CH:6][C:5]([CH:3]([S:2]([CH3:1])=[N:17][C:16]#[N:15])[CH3:4])=[CH:10][CH:9]=1, predict the reactants needed to synthesize it. The reactants are: [CH3:1][S:2][CH:3]([C:5]1[CH:6]=[N:7][C:8]([C:11]([F:14])([F:13])[F:12])=[CH:9][CH:10]=1)[CH3:4].[N:15]#[C:16][NH2:17].[O-]Cl.[Na+].S(S([O-])=O)([O-])(=O)=O.[Na+].[Na+].C(O)(=O)C.